This data is from Forward reaction prediction with 1.9M reactions from USPTO patents (1976-2016). The task is: Predict the product of the given reaction. (1) Given the reactants Br[C:2]1[CH:3]=[C:4]2[C:8](=[CH:9][CH:10]=1)[NH:7][N:6]=[C:5]2[CH2:11][CH3:12].C([Li])(C)(C)C.CN(C)[CH:20]=[O:21], predict the reaction product. The product is: [CH2:11]([C:5]1[C:4]2[C:8](=[CH:9][CH:10]=[C:2]([CH:20]=[O:21])[CH:3]=2)[NH:7][N:6]=1)[CH3:12]. (2) Given the reactants [NH2:1][C:2]1[CH:7]=[C:6]([F:8])[CH:5]=[CH:4][C:3]=1[NH:9][C:10](=[O:18])[C:11]1[CH:16]=[CH:15][C:14](Cl)=[N:13][CH:12]=1.[CH2:19]([NH2:23])[CH2:20][CH2:21][NH2:22], predict the reaction product. The product is: [NH2:1][C:2]1[CH:7]=[C:6]([F:8])[CH:5]=[CH:4][C:3]=1[NH:9][C:10](=[O:18])[C:11]1[CH:16]=[CH:15][C:14]([NH:22][CH2:21][CH2:20][CH2:19][NH2:23])=[N:13][CH:12]=1. (3) Given the reactants [F:1][CH:2]([F:30])[O:3][C:4]1[CH:5]=[CH:6][C:7]([C:10]([F:29])([F:28])[CH2:11][N:12]2[CH2:17][CH2:16][CH:15]([NH:18][C:19]3[C:20]4[CH:27]=[CH:26][NH:25][C:21]=4[N:22]=[CH:23][N:24]=3)[CH2:14][CH2:13]2)=[N:8][CH:9]=1.[ClH:31], predict the reaction product. The product is: [ClH:31].[F:30][CH:2]([F:1])[O:3][C:4]1[CH:5]=[CH:6][C:7]([C:10]([F:29])([F:28])[CH2:11][N:12]2[CH2:13][CH2:14][CH:15]([NH:18][C:19]3[C:20]4[CH:27]=[CH:26][NH:25][C:21]=4[N:22]=[CH:23][N:24]=3)[CH2:16][CH2:17]2)=[N:8][CH:9]=1. (4) Given the reactants [F:1][C:2]1[CH:7]=[CH:6][C:5]([C:8]2[C:13](/[CH:14]=[CH:15]/[C@@H:16]([OH:24])[CH2:17][C@@H:18]([OH:23])[CH2:19][C:20]([OH:22])=[O:21])=[C:12]([CH:25]([CH3:27])[CH3:26])[N:11]=[C:10]([N:28]([CH3:33])[S:29]([CH3:32])(=[O:31])=[O:30])[N:9]=2)=[CH:4][CH:3]=1.O.O.[Cl-].[Ca+2:37].[Cl-], predict the reaction product. The product is: [Ca:37].[F:1][C:2]1[CH:7]=[CH:6][C:5]([C:8]2[C:13](/[CH:14]=[CH:15]/[C@@H:16]([OH:24])[CH2:17][C@@H:18]([OH:23])[CH2:19][C:20]([OH:22])=[O:21])=[C:12]([CH:25]([CH3:27])[CH3:26])[N:11]=[C:10]([N:28]([CH3:33])[S:29]([CH3:32])(=[O:31])=[O:30])[N:9]=2)=[CH:4][CH:3]=1. (5) Given the reactants [CH2:1]([O:3][C:4]([C:6]1[CH:11]=[CH:10][CH:9]=[C:8]([S:12][C:13]2[C:21]3[C:16](=[CH:17][C:18]([Cl:22])=[CH:19][CH:20]=3)[NH:15][C:14]=2[CH3:23])[N:7]=1)=[O:5])[CH3:2].Br[C:25]1[CH:26]=[N:27][N:28]([CH:30]([CH3:32])[CH3:31])[CH:29]=1, predict the reaction product. The product is: [CH2:1]([O:3][C:4]([C:6]1[CH:11]=[CH:10][CH:9]=[C:8]([S:12][C:13]2[C:21]3[C:16](=[CH:17][C:18]([Cl:22])=[CH:19][CH:20]=3)[N:15]([C:25]3[CH:26]=[N:27][N:28]([CH:30]([CH3:32])[CH3:31])[CH:29]=3)[C:14]=2[CH3:23])[N:7]=1)=[O:5])[CH3:2]. (6) Given the reactants [H-].[Na+].[Cl:3][C:4]1[CH:13]=[CH:12][CH:11]=[C:10]([CH:14]=O)[C:5]=1[C:6]([O:8]C)=O.[N+:16]([CH2:18][C:19]([O:21][CH2:22][CH3:23])=[O:20])#[C-], predict the reaction product. The product is: [Cl:3][C:4]1[CH:13]=[CH:12][CH:11]=[C:10]2[C:5]=1[C:6](=[O:8])[NH:16][C:18]([C:19]([O:21][CH2:22][CH3:23])=[O:20])=[CH:14]2. (7) Given the reactants [CH2:1]([C:3]1[CH:31]=[CH:30][C:6]([CH2:7][NH:8][CH:9]2[CH2:14][CH2:13][N:12]([CH2:15][CH2:16][N:17]3[C:26]4[C:21](=[CH:22][CH:23]=[C:24]([O:27][CH3:28])[CH:25]=4)[N:20]=[CH:19][C:18]3=[O:29])[CH2:11][CH2:10]2)=[CH:5][CH:4]=1)[CH3:2].[ClH:32].C(OCC)(=O)C, predict the reaction product. The product is: [ClH:32].[CH2:1]([C:3]1[CH:4]=[CH:5][C:6]([CH2:7][NH:8][CH:9]2[CH2:10][CH2:11][N:12]([CH2:15][CH2:16][N:17]3[C:26]4[C:21](=[CH:22][CH:23]=[C:24]([O:27][CH3:28])[CH:25]=4)[N:20]=[CH:19][C:18]3=[O:29])[CH2:13][CH2:14]2)=[CH:30][CH:31]=1)[CH3:2]. (8) Given the reactants [CH:1]1[CH:10]=[CH:9][CH:8]=[C:7]2[C:2]=1[C:3]1[N:4]([C:12]3[CH:18]=[CH:17][CH:16]=[CH:15][C:13]=3[N:14]=1)[C:5](=O)[NH:6]2.P(Cl)(Cl)(Cl)(Cl)[Cl:20], predict the reaction product. The product is: [Cl:20][C:5]1[N:4]2[C:12]3[CH:18]=[CH:17][CH:16]=[CH:15][C:13]=3[N:14]=[C:3]2[C:2]2[C:7](=[CH:8][CH:9]=[CH:10][CH:1]=2)[N:6]=1. (9) Given the reactants [CH2:1]([OH:5])[CH2:2][CH2:3][CH3:4].[H-].[Na+].Cl[C:9]1[C:18]2[C:13](=[CH:14][CH:15]=[CH:16][CH:17]=2)[N:12]=[C:11]2[N:19]([C:23]3[CH:28]=[CH:27][CH:26]=[CH:25][N:24]=3)[N:20]=[C:21]([CH3:22])[C:10]=12, predict the reaction product. The product is: [CH2:1]([O:5][C:9]1[C:18]2[C:13](=[CH:14][CH:15]=[CH:16][CH:17]=2)[N:12]=[C:11]2[N:19]([C:23]3[CH:28]=[CH:27][CH:26]=[CH:25][N:24]=3)[N:20]=[C:21]([CH3:22])[C:10]=12)[CH2:2][CH2:3][CH3:4].